The task is: Predict the reactants needed to synthesize the given product.. This data is from Retrosynthesis with 50K atom-mapped reactions and 10 reaction types from USPTO. (1) The reactants are: O=c1[nH]ncc2cc(-c3ccc(Cl)cc3)sc12.O[C@@H]1CCN(c2ccc(Br)nc2)C1. Given the product O=c1c2sc(-c3ccc(Cl)cc3)cc2cnn1-c1ccc(N2CC[C@@H](O)C2)cn1, predict the reactants needed to synthesize it. (2) Given the product OC[C@H]1CC[C@@H](Nc2cc(-c3cccc(NCc4cccc(F)c4)n3)c(Cl)cn2)C1, predict the reactants needed to synthesize it. The reactants are: Fc1cccc(CNc2cccc(-c3cc(F)ncc3Cl)n2)c1.N[C@@H]1CC[C@H](CO)C1. (3) Given the product O=C(CCS)OCCCc1ccccc1, predict the reactants needed to synthesize it. The reactants are: O=C(O)CCS.OCCCc1ccccc1. (4) Given the product CSc1ccc(C#CCO)cc1, predict the reactants needed to synthesize it. The reactants are: C#CCO.CSc1ccc(Br)cc1. (5) Given the product CC(C)OC(=O)c1ccc(OCc2ccccc2)cc1, predict the reactants needed to synthesize it. The reactants are: CC(C)O.O=C(Cl)c1ccc(OCc2ccccc2)cc1. (6) Given the product C=Cc1nc(N)nc(-c2ccco2)c1C#N, predict the reactants needed to synthesize it. The reactants are: N#Cc1c(OS(=O)(=O)C(F)(F)F)nc(N)nc1-c1ccco1.O=C([O-])[O-]. (7) The reactants are: CC1COCCC1=O.N[C@@H]1CC[C@@](C(=O)N2CCN(c3cc(C(F)(F)F)ccn3)CC2)([C@H]2CCOC2)C1. Given the product CC1COCC[C@H]1N[C@@H]1CC[C@@](C(=O)N2CCN(c3cc(C(F)(F)F)ccn3)CC2)([C@H]2CCOC2)C1, predict the reactants needed to synthesize it. (8) Given the product CN1CCCc2ccc(OC(=O)Nc3ccccc3F)cc21, predict the reactants needed to synthesize it. The reactants are: CI.O=C(Nc1ccccc1F)Oc1ccc2c(c1)NCCC2.